Dataset: Full USPTO retrosynthesis dataset with 1.9M reactions from patents (1976-2016). Task: Predict the reactants needed to synthesize the given product. (1) Given the product [CH3:7][O:8][C:9]1[CH:10]=[C:11]([CH:15]=[CH:16][C:17]=1[C:18]([F:21])([F:20])[F:19])[C:12]([NH:22][CH2:23][C:24]([OH:26])=[O:25])=[O:14], predict the reactants needed to synthesize it. The reactants are: C(Cl)(=O)C(Cl)=O.[CH3:7][O:8][C:9]1[CH:10]=[C:11]([CH:15]=[CH:16][C:17]=1[C:18]([F:21])([F:20])[F:19])[C:12]([OH:14])=O.[NH2:22][CH2:23][C:24]([OH:26])=[O:25].[OH-].[Na+].Cl. (2) Given the product [Br:8][C:9]1[CH:10]=[CH:11][CH:12]=[C:13]([CH2:15][N:5]2[CH2:6][CH2:7][CH:2]([OH:1])[CH2:3][CH2:4]2)[N:14]=1, predict the reactants needed to synthesize it. The reactants are: [OH:1][CH:2]1[CH2:7][CH2:6][NH:5][CH2:4][CH2:3]1.[Br:8][C:9]1[N:14]=[C:13]([CH:15]=O)[CH:12]=[CH:11][CH:10]=1. (3) Given the product [NH2:21][C:19]1[S:20][C:3]2[C:2]([NH:22][CH2:23][CH2:24][NH:25][S:26]([CH3:29])(=[O:28])=[O:27])=[N:7][C:6]([S:8][CH2:9][C:10]3[CH:15]=[CH:14][CH:13]=[C:12]([F:16])[C:11]=3[F:17])=[N:5][C:4]=2[N:18]=1, predict the reactants needed to synthesize it. The reactants are: Cl[C:2]1[C:3]2[S:20][C:19]([NH2:21])=[N:18][C:4]=2[N:5]=[C:6]([S:8][CH2:9][C:10]2[CH:15]=[CH:14][CH:13]=[C:12]([F:16])[C:11]=2[F:17])[N:7]=1.[NH2:22][CH2:23][CH2:24][NH:25][S:26]([CH3:29])(=[O:28])=[O:27]. (4) Given the product [P:6]([O-:10])([O-:9])([O-:8])=[O:7].[Ca+2:5].[P:1]([O-:7])([O-:4])([O-:3])=[O:2].[Ca+2:5].[Ca+2:5], predict the reactants needed to synthesize it. The reactants are: [P:1]([O-:4])([O-:3])[O-:2].[Ca:5].[P:6](=[O:10])([OH:9])([OH:8])[OH:7]. (5) The reactants are: [CH3:1][O:2][C:3]1[CH:4]=[C:5]([CH:8]=[CH:9][CH:10]=1)[CH2:6][Cl:7].[CH:11]1[CH:16]=[CH:15][C:14]([P:17]([C:24]2[CH:29]=[CH:28][CH:27]=[CH:26][CH:25]=2)[C:18]2[CH:23]=[CH:22][CH:21]=[CH:20][CH:19]=2)=[CH:13][CH:12]=1. Given the product [Cl-:7].[CH3:1][O:2][C:3]1[CH:4]=[C:5]([CH:8]=[CH:9][CH:10]=1)[CH2:6][PH:17]([C:18]1[CH:19]=[CH:20][CH:21]=[CH:22][CH:23]=1)([C:24]1[CH:29]=[CH:28][CH:27]=[CH:26][CH:25]=1)[C:14]1[CH:13]=[CH:12][CH:11]=[CH:16][CH:15]=1, predict the reactants needed to synthesize it. (6) The reactants are: [Br:1][C:2]1[CH:3]=[CH:4][C:5](/[C:12](/Cl)=[N:13]/[OH:14])=[C:6]2[C:10]=1[O:9][C:8]([CH3:11])=[N:7]2.[Cl:16][C:17]1[CH:22]=[C:21]([C:23]([C:25]([F:28])([F:27])[F:26])=[CH2:24])[CH:20]=[C:19]([Cl:29])[CH:18]=1.C(=O)([O-])O.[Na+]. Given the product [Br:1][C:2]1[C:10]2[O:9][C:8]([CH3:11])=[N:7][C:6]=2[C:5]([C:12]2[CH2:24][C:23]([C:21]3[CH:20]=[C:19]([Cl:29])[CH:18]=[C:17]([Cl:16])[CH:22]=3)([C:25]([F:26])([F:28])[F:27])[O:14][N:13]=2)=[CH:4][CH:3]=1, predict the reactants needed to synthesize it. (7) Given the product [Cl:1][C:2]1[N:10]=[CH:9][CH:8]=[C:7]([Cl:11])[C:3]=1[C:4]([O:6][CH2:12][C:13]1[CH:18]=[CH:17][CH:16]=[CH:15][CH:14]=1)=[O:5], predict the reactants needed to synthesize it. The reactants are: [Cl:1][C:2]1[N:10]=[CH:9][CH:8]=[C:7]([Cl:11])[C:3]=1[C:4]([OH:6])=[O:5].[CH2:12](Br)[C:13]1[CH:18]=[CH:17][CH:16]=[CH:15][CH:14]=1.C([O-])([O-])=O.[K+].[K+].O.